This data is from CYP2D6 inhibition data for predicting drug metabolism from PubChem BioAssay. The task is: Regression/Classification. Given a drug SMILES string, predict its absorption, distribution, metabolism, or excretion properties. Task type varies by dataset: regression for continuous measurements (e.g., permeability, clearance, half-life) or binary classification for categorical outcomes (e.g., BBB penetration, CYP inhibition). Dataset: cyp2d6_veith. (1) The molecule is Cc1cc2nc([C@H](C)C(=O)c3ccc(Cl)cc3)c(=O)[nH]c2cc1C. The result is 0 (non-inhibitor). (2) The drug is CCCC(O)(CCC)C(=O)NNc1ccccc1. The result is 0 (non-inhibitor). (3) The molecule is O=C(c1ccncc1)N1CCC[C@@]2(CCN(c3cccc(-c4ccccc4)c3)C2)C1. The result is 1 (inhibitor). (4) The molecule is CO[C@@H]1COC(=O)[C@H](C)NC(=O)C/C=C\[C@@H](C)[C@@H](NS(=O)(=O)c2ccc(C)cc2)COC(=O)C/C=C\[C@@H]1C. The result is 0 (non-inhibitor). (5) The compound is Cc1onc(-c2ccccc2Cl)c1C(=O)NCc1cccs1. The result is 1 (inhibitor). (6) The drug is NCc1ccccc1CC(=O)N[C@@H]1C(=O)N2C(C(=O)O)=C(CSc3nnnn3CC(=O)O)CS[C@@H]12. The result is 0 (non-inhibitor). (7) The drug is CCOC(=O)O[C@@H](C)OC(=O)[C@@H]1N2C(=O)[C@@H](NC(=O)[C@@H](N)c3ccccc3)[C@H]2SC1(C)C. The result is 0 (non-inhibitor). (8) The molecule is CSc1nnnc2ccccc12. The result is 0 (non-inhibitor). (9) The molecule is NC(N)=NC(N)=Nc1ccc(S(N)(=O)=O)cc1. The result is 0 (non-inhibitor). (10) The molecule is O=C(O)[C@H]1CCCC[C@@H]1C(=O)Nc1nc2ccccc2[nH]1. The result is 0 (non-inhibitor).